Dataset: Full USPTO retrosynthesis dataset with 1.9M reactions from patents (1976-2016). Task: Predict the reactants needed to synthesize the given product. (1) Given the product [N+:1]([C:4]1[CH:5]=[C:6]2[C:11](=[CH:12][CH:13]=1)[N:10]=[C:9]([NH:35][CH3:34])[N:8]=[C:7]2[NH:22][CH2:21][C:20]1[CH:23]=[CH:24][C:17]([NH:16][C:25](=[O:32])[C:26]2[CH:31]=[CH:30][CH:29]=[N:28][CH:27]=2)=[CH:18][CH:19]=1)([O-:3])=[O:2], predict the reactants needed to synthesize it. The reactants are: [N+:1]([C:4]1[CH:5]=[C:6]2[C:11](=[CH:12][CH:13]=1)[N:10]=[C:9](Cl)[N:8]=[C:7]2Cl)([O-:3])=[O:2].[NH2:16][C:17]1[CH:24]=[CH:23][C:20]([CH2:21][NH2:22])=[CH:19][CH:18]=1.[C:25](Cl)(=[O:32])[C:26]1[CH:31]=[CH:30][CH:29]=[N:28][CH:27]=1.[CH3:34][NH2:35]. (2) The reactants are: [OH:1][C:2]1[CH:6]=[C:5]([C:7]([OH:9])=[O:8])[N:4]([C:10]2[CH:15]=[CH:14][CH:13]=[CH:12][CH:11]=2)[N:3]=1.[CH2:16](Br)[C:17]1[CH:22]=[CH:21][CH:20]=[CH:19][CH:18]=1.C(=O)([O-])[O-].[K+].[K+].Cl. Given the product [CH2:16]([O:1][C:2]1[CH:6]=[C:5]([C:7]([O:9][CH2:16][C:17]2[CH:22]=[CH:21][CH:20]=[CH:19][CH:18]=2)=[O:8])[N:4]([C:10]2[CH:11]=[CH:12][CH:13]=[CH:14][CH:15]=2)[N:3]=1)[C:17]1[CH:22]=[CH:21][CH:20]=[CH:19][CH:18]=1, predict the reactants needed to synthesize it. (3) Given the product [NH:1]1[C:5]2[C:6]3[NH:7][C:8]4[C:13]([C:14]=3[CH2:15][CH2:16][C:4]=2[CH:3]=[N:2]1)=[CH:12][C:11]([C:28]([O:23][CH2:20][CH3:25])=[O:29])=[CH:10][CH:9]=4, predict the reactants needed to synthesize it. The reactants are: [NH:1]1[C:5]2[C:6]3[NH:7][C:8]4[C:13]([C:14]=3[CH2:15][CH2:16][C:4]=2[CH:3]=[N:2]1)=[CH:12][C:11](C(O)=O)=[CH:10][CH:9]=4.[C:20](=[O:23])([O-])O.[Na+].[CH2:25](Cl)Cl.[CH3:28][OH:29]. (4) Given the product [F:26][C:2]([F:1])([F:25])[C:3]1[CH:4]=[C:5]([N:9]2[CH2:13][C@@H:12]3[C@@H:14]([NH2:17])[CH2:15][CH2:16][C@@H:11]3[CH2:10]2)[CH:6]=[CH:7][CH:8]=1, predict the reactants needed to synthesize it. The reactants are: [F:1][C:2]([F:26])([F:25])[C:3]1[CH:4]=[C:5]([N:9]2[CH2:13][C@@H:12]3[C@@H:14]([NH:17]C(=O)OC(C)(C)C)[CH2:15][CH2:16][C@@H:11]3[CH2:10]2)[CH:6]=[CH:7][CH:8]=1.Cl.O1CCOCC1. (5) Given the product [F:29][C:26]([F:27])([F:28])[C:23]1[CH:22]=[CH:21][C:20]([C@:10]2([NH2:9])[C:15]3=[N:16][CH:17]=[CH:18][CH:19]=[C:14]3[O:13][CH2:12][CH2:11]2)=[CH:25][CH:24]=1, predict the reactants needed to synthesize it. The reactants are: COC1C=CC(C([NH:9][C:10]2([C:20]3[CH:25]=[CH:24][C:23]([C:26]([F:29])([F:28])[F:27])=[CH:22][CH:21]=3)[C:15]3=[N:16][CH:17]=[CH:18][CH:19]=[C:14]3[O:13][CH2:12][CH2:11]2)=O)=CC=1.Cl. (6) Given the product [CH:1]1([NH:4][C:5]2[C:6]([NH2:11])=[CH:7][CH:8]=[CH:9][CH:10]=2)[CH2:3][CH2:2]1, predict the reactants needed to synthesize it. The reactants are: [CH:1]1([NH:4][C:5]2[CH:10]=[CH:9][CH:8]=[CH:7][C:6]=2[N+:11]([O-])=O)[CH2:3][CH2:2]1.C([O-])=O.[NH4+]. (7) Given the product [CH3:33][C@H:34]1[NH:35][C@@H:36]([CH3:40])[CH2:37][N:38]([C:2]2[N:3]([C@H:24]3[CH2:28][CH2:27][N:26]([S:29]([CH3:32])(=[O:30])=[O:31])[CH2:25]3)[C:4]3[C:9]([N:10]=2)=[C:8]([N:11]2[CH2:16][CH2:15][O:14][CH2:13][CH2:12]2)[N:7]=[C:6]([C:17]2[CH:22]=[N:21][C:20]([NH2:23])=[N:19][CH:18]=2)[N:5]=3)[CH2:39]1, predict the reactants needed to synthesize it. The reactants are: Cl[C:2]1[N:3]([C@H:24]2[CH2:28][CH2:27][N:26]([S:29]([CH3:32])(=[O:31])=[O:30])[CH2:25]2)[C:4]2[C:9]([N:10]=1)=[C:8]([N:11]1[CH2:16][CH2:15][O:14][CH2:13][CH2:12]1)[N:7]=[C:6]([C:17]1[CH:18]=[N:19][C:20]([NH2:23])=[N:21][CH:22]=1)[N:5]=2.[CH3:33][C@H:34]1[CH2:39][NH:38][CH2:37][C@@H:36]([CH3:40])[NH:35]1. (8) Given the product [CH2:15]([O:22][N:23]([CH2:4][CH2:3][CH2:2][Br:1])[CH:24]=[O:25])[C:16]1[CH:21]=[CH:20][CH:19]=[CH:18][CH:17]=1, predict the reactants needed to synthesize it. The reactants are: [Br:1][CH2:2][CH2:3][CH2:4]Br.C(#N)C.C([O-])([O-])=O.[K+].[K+].[CH2:15]([O:22][NH:23][CH:24]=[O:25])[C:16]1[CH:21]=[CH:20][CH:19]=[CH:18][CH:17]=1.